Predict the product of the given reaction. From a dataset of Forward reaction prediction with 1.9M reactions from USPTO patents (1976-2016). (1) Given the reactants [CH3:1][CH2:2][CH2:3][CH2:4][CH2:5]/[CH:6]=[CH:7]/[C:8]([CH2:10][CH2:11][C:12]1[CH:17]=[CH:16][C:15]([OH:18])=[C:14]([O:19][CH3:20])[CH:13]=1)=[O:9].C(C1C(=O)C(Cl)=C(Cl)C(=O)C=1C#N)#N.O, predict the reaction product. The product is: [OH:18][C:15]1[CH:16]=[CH:17][C:12](/[CH:11]=[CH:10]/[C:8](=[O:9])/[CH:7]=[CH:6]/[CH2:5][CH2:4][CH2:3][CH2:2][CH3:1])=[CH:13][C:14]=1[O:19][CH3:20]. (2) Given the reactants [Br:1][CH2:2][CH2:3][CH2:4][CH2:5][CH2:6][C:7]1[CH:12]=[CH:11][C:10]([OH:13])=[CH:9][CH:8]=1.C([O-])([O-])=O.[K+].[K+].[CH2:20](Br)[C:21]1[CH:26]=[CH:25][CH:24]=[CH:23][CH:22]=1, predict the reaction product. The product is: [Br:1][CH2:2][CH2:3][CH2:4][CH2:5][CH2:6][C:7]1[CH:8]=[CH:9][C:10]([O:13][CH2:20][C:21]2[CH:26]=[CH:25][CH:24]=[CH:23][CH:22]=2)=[CH:11][CH:12]=1. (3) Given the reactants [Cl:1][C:2]1[CH:7]=[CH:6][CH:5]=[CH:4][C:3]=1[C:8]1[C:9]([C:27]2[CH:32]=[CH:31][C:30]([Cl:33])=[CH:29][CH:28]=2)=[CH:10][C:11]2[N:12]([C:14]([C:17]34[CH2:24][CH2:23][C:20]([O:25]C)([CH2:21][CH2:22]3)[CH2:19][CH2:18]4)=[N:15][N:16]=2)[N:13]=1.C(OC(=O)C)(=O)C.C([O-])(O)=O.[Na+], predict the reaction product. The product is: [Cl:1][C:2]1[CH:7]=[CH:6][CH:5]=[CH:4][C:3]=1[C:8]1[C:9]([C:27]2[CH:32]=[CH:31][C:30]([Cl:33])=[CH:29][CH:28]=2)=[CH:10][C:11]2[N:12]([C:14]([C:17]34[CH2:24][CH2:23][C:20]([OH:25])([CH2:19][CH2:18]3)[CH2:21][CH2:22]4)=[N:15][N:16]=2)[N:13]=1.